Dataset: Forward reaction prediction with 1.9M reactions from USPTO patents (1976-2016). Task: Predict the product of the given reaction. (1) Given the reactants [CH2:1]([C:4]1[C:5]([Cl:12])=[N:6][CH:7]=[N:8][C:9]=1[CH2:10]Br)[CH2:2][CH3:3].C(C1C(Cl)=NC=NC=1CCl)CC.[F:25][C:26]1[N:31]=[C:30]([C:32]2[NH:33][CH:34]=[CH:35][N:36]=2)[CH:29]=[CH:28][CH:27]=1.C([O-])([O-])=O.[K+].[K+], predict the reaction product. The product is: [F:25][C:26]1[N:31]=[C:30]([C:32]2[NH:36][CH:35]=[CH:34][N:33]=2)[CH:29]=[CH:28][CH:27]=1.[Cl:12][C:5]1[N:6]=[CH:7][N:8]=[C:9]([CH2:10][N:36]2[CH:35]=[CH:34][N:33]=[C:32]2[C:30]2[CH:29]=[CH:28][CH:27]=[C:26]([F:25])[N:31]=2)[C:4]=1[CH2:1][CH2:2][CH3:3]. (2) Given the reactants [Cl:1][C:2]1[N:7]=[C:6]2[CH:8]=[C:9](OS(C(F)(F)F)(=O)=O)[N:10](C(OCC)=O)[C:5]2=[CH:4][CH:3]=1.[F:24][C:25]1[CH:30]=[C:29]([O:31][CH3:32])[CH:28]=[C:27]([F:33])[C:26]=1B(O)O.C(=O)(O)[O-].[Na+].C1(C)C=CC=CC=1, predict the reaction product. The product is: [Cl:1][C:2]1[N:7]=[C:6]2[CH:8]=[C:9]([C:26]3[C:25]([F:24])=[CH:30][C:29]([O:31][CH3:32])=[CH:28][C:27]=3[F:33])[NH:10][C:5]2=[CH:4][CH:3]=1. (3) Given the reactants CN(C)[CH2:3][CH2:4][OH:5].C([Li])CCC.[N:12]1[CH:17]=[CH:16][CH:15]=[C:14]([CH3:18])[CH:13]=1.C(=O)C, predict the reaction product. The product is: [CH3:18][C:14]1[C:13]([CH:4]([OH:5])[CH3:3])=[N:12][CH:17]=[CH:16][CH:15]=1. (4) Given the reactants Cl.[Br:2][C:3]1[N:4]=[C:5]([C@@H:13]2[CH2:17][CH2:16][NH:15][CH2:14]2)[N:6]2[CH:11]=[CH:10][N:9]=[C:8]([CH3:12])[C:7]=12.Cl.[Br:19][C:20]1[N:21]=[C:22]([C@H:30]2[CH2:34][CH2:33][NH:32][CH2:31]2)[N:23]2[CH:28]=[CH:27][N:26]=[C:25]([CH3:29])[C:24]=12.C(N(CC)C(C)C)(C)C.[CH3:44][O:45][CH2:46][C:47]([Cl:49])=[O:48], predict the reaction product. The product is: [ClH:49].[Br:2][C:3]1[N:4]=[C:5]([C@H:13]2[CH2:17][CH2:16][NH:15][CH2:14]2)[N:6]2[CH:11]=[CH:10][N:9]=[C:8]([CH3:12])[C:7]=12.[Br:19][C:20]1[N:21]=[C:22]([C@H:30]2[CH2:34][CH2:33][N:32]([C:47](=[O:48])[CH2:46][O:45][CH3:44])[CH2:31]2)[N:23]2[CH:28]=[CH:27][N:26]=[C:25]([CH3:29])[C:24]=12.